This data is from Reaction yield outcomes from USPTO patents with 853,638 reactions. The task is: Predict the reaction yield, written as a fraction of the theoretical maximum amount of product (1.0 means a 100% yield; for example, 0.34 means a 34% yield). (1) The reactants are [CH2:1]([O:3][C:4](=[O:44])[CH2:5][CH2:6][CH2:7][CH2:8][O:9][C:10]1[CH:15]=[CH:14][C:13]([C:16]([CH2:41][CH3:42])([C:19]2[CH:24]=[CH:23][C:22]([C:25]#[C:26][C:27]([O:36]COC)([C:32]([F:35])([F:34])[F:33])[C:28]([F:31])([F:30])[F:29])=[C:21]([CH3:40])[CH:20]=2)[CH2:17][CH3:18])=[CH:12][C:11]=1[CH3:43])[CH3:2].C(Br)(Br)(Br)Br.O. The catalyst is CC(O)C. The product is [CH2:1]([O:3][C:4](=[O:44])[CH2:5][CH2:6][CH2:7][CH2:8][O:9][C:10]1[CH:15]=[CH:14][C:13]([C:16]([CH2:41][CH3:42])([C:19]2[CH:24]=[CH:23][C:22]([C:25]#[C:26][C:27]([OH:36])([C:32]([F:34])([F:35])[F:33])[C:28]([F:31])([F:30])[F:29])=[C:21]([CH3:40])[CH:20]=2)[CH2:17][CH3:18])=[CH:12][C:11]=1[CH3:43])[CH3:2]. The yield is 0.860. (2) The yield is 0.880. The catalyst is CCO.[Pd]. The reactants are [CH3:1][O:2][C:3](=[O:25])[CH:4]([C:10]1[CH:15]=[CH:14][C:13]([N+:16]([O-])=O)=[C:12]([O:19][CH2:20][C:21]([F:24])([F:23])[F:22])[CH:11]=1)[CH2:5][CH:6]1[CH2:9][CH2:8][CH2:7]1. The product is [CH3:1][O:2][C:3](=[O:25])[CH:4]([C:10]1[CH:15]=[CH:14][C:13]([NH2:16])=[C:12]([O:19][CH2:20][C:21]([F:24])([F:23])[F:22])[CH:11]=1)[CH2:5][CH:6]1[CH2:7][CH2:8][CH2:9]1. (3) The reactants are [CH3:1][C:2]1[C:7]([CH2:8][OH:9])=[CH:6][CH:5]=[CH:4][C:3]=1[C:10]1[C:15]([CH3:16])=[CH:14][C:13]([O:17][C@H:18]2[CH2:22][CH2:21][O:20][CH2:19]2)=[CH:12][C:11]=1[CH3:23].O[C:25]1[CH:38]=[CH:37][C:28]2[C@H:29]([CH2:32][C:33]([O:35][CH3:36])=[O:34])[CH2:30][O:31][C:27]=2[CH:26]=1.C1(P(C2C=CC=CC=2)C2C=CC=CC=2)C=CC=CC=1.N(C(OC(C)C)=O)=NC(OC(C)C)=O. The catalyst is ClCCl. The product is [CH3:1][C:2]1[C:7]([CH2:8][O:9][C:25]2[CH:38]=[CH:37][C:28]3[C@H:29]([CH2:32][C:33]([O:35][CH3:36])=[O:34])[CH2:30][O:31][C:27]=3[CH:26]=2)=[CH:6][CH:5]=[CH:4][C:3]=1[C:10]1[C:11]([CH3:23])=[CH:12][C:13]([O:17][C@H:18]2[CH2:22][CH2:21][O:20][CH2:19]2)=[CH:14][C:15]=1[CH3:16]. The yield is 0.830.